Dataset: Peptide-MHC class I binding affinity with 185,985 pairs from IEDB/IMGT. Task: Regression. Given a peptide amino acid sequence and an MHC pseudo amino acid sequence, predict their binding affinity value. This is MHC class I binding data. (1) The peptide sequence is IPDVIELAY. The MHC is HLA-A24:02 with pseudo-sequence HLA-A24:02. The binding affinity (normalized) is 0.0368. (2) The peptide sequence is ATIGTAMYK. The binding affinity (normalized) is 0. The MHC is HLA-B18:01 with pseudo-sequence HLA-B18:01. (3) The peptide sequence is VTKYLPLDK. The MHC is Patr-A0101 with pseudo-sequence Patr-A0101. The binding affinity (normalized) is 0.